Dataset: Full USPTO retrosynthesis dataset with 1.9M reactions from patents (1976-2016). Task: Predict the reactants needed to synthesize the given product. (1) Given the product [Cl:1][C:2]1[CH:7]=[CH:6][CH:5]=[CH:4][C:3]=1[C:8]1[CH:17]=[C:16]([S:18]([N:46]2[CH2:45][CH2:44][NH:43][CH2:42][CH:41]2[CH3:40])(=[O:20])=[O:19])[CH:15]=[C:14]2[C:9]=1[CH2:10][N:11]([CH2:31][C:32]1[CH:37]=[CH:36][C:35]([O:38][CH3:39])=[CH:34][CH:33]=1)[C:12](=[O:30])[N:13]2[C:22]1[C:27]([Cl:28])=[CH:26][CH:25]=[CH:24][C:23]=1[Cl:29], predict the reactants needed to synthesize it. The reactants are: [Cl:1][C:2]1[CH:7]=[CH:6][CH:5]=[CH:4][C:3]=1[C:8]1[CH:17]=[C:16]([S:18](Cl)(=[O:20])=[O:19])[CH:15]=[C:14]2[C:9]=1[CH2:10][N:11]([CH2:31][C:32]1[CH:37]=[CH:36][C:35]([O:38][CH3:39])=[CH:34][CH:33]=1)[C:12](=[O:30])[N:13]2[C:22]1[C:27]([Cl:28])=[CH:26][CH:25]=[CH:24][C:23]=1[Cl:29].[CH3:40][CH:41]1[NH:46][CH2:45][CH2:44][N:43](C(OC(C)(C)C)=O)[CH2:42]1.BrC1C=C(OC)C=C(Br)C=1CCC(O)=O. (2) Given the product [C:28]([O:27][C:25]([N:24]([CH2:32][C:33]([O:35][C:36]([CH3:39])([CH3:38])[CH3:37])=[O:34])[C:22]1[CH:21]=[CH:20][CH:19]=[C:18]([CH2:17][NH:16][CH2:12][C:11]2[CH:14]=[CH:15][C:8]([C:5]3([CH2:1][CH2:2][CH2:3][CH3:4])[CH2:7][CH2:6]3)=[CH:9][CH:10]=2)[N:23]=1)=[O:26])([CH3:31])([CH3:30])[CH3:29], predict the reactants needed to synthesize it. The reactants are: [CH2:1]([C:5]1([C:8]2[CH:15]=[CH:14][C:11]([CH:12]=O)=[CH:10][CH:9]=2)[CH2:7][CH2:6]1)[CH2:2][CH2:3][CH3:4].[NH2:16][CH2:17][C:18]1[N:23]=[C:22]([N:24]([CH2:32][C:33]([O:35][C:36]([CH3:39])([CH3:38])[CH3:37])=[O:34])[C:25]([O:27][C:28]([CH3:31])([CH3:30])[CH3:29])=[O:26])[CH:21]=[CH:20][CH:19]=1.C(=O)([O-])O.[Na+].